Dataset: Reaction yield outcomes from USPTO patents with 853,638 reactions. Task: Predict the reaction yield, written as a fraction of the theoretical maximum amount of product (1.0 means a 100% yield; for example, 0.34 means a 34% yield). The yield is 0.800. The reactants are C[O:2][C:3](=[O:29])[C:4]1[CH:9]=[CH:8][CH:7]=[C:6]([NH:10][C:11]([C:13]2[CH:14]=[C:15]([C:19]3[CH:24]=[CH:23][C:22]([O:25][CH3:26])=[CH:21][C:20]=3[O:27][CH3:28])[CH:16]=[CH:17][CH:18]=2)=[O:12])[CH:5]=1. The product is [CH3:28][O:27][C:20]1[CH:21]=[C:22]([O:25][CH3:26])[CH:23]=[CH:24][C:19]=1[C:15]1[CH:16]=[CH:17][CH:18]=[C:13]([C:11]([NH:10][C:6]2[CH:5]=[C:4]([CH:9]=[CH:8][CH:7]=2)[C:3]([OH:29])=[O:2])=[O:12])[CH:14]=1. The catalyst is CC#N.